Dataset: Reaction yield outcomes from USPTO patents with 853,638 reactions. Task: Predict the reaction yield, written as a fraction of the theoretical maximum amount of product (1.0 means a 100% yield; for example, 0.34 means a 34% yield). (1) The reactants are [F:1][C:2]([F:24])([F:23])[CH2:3][NH:4][CH2:5][C:6]1[CH:22]=[CH:21][CH:20]=[CH:19][C:7]=1[O:8][CH2:9][CH2:10][CH2:11][CH2:12][CH2:13][C:14]([O:16][CH2:17][CH3:18])=[O:15].[O:25]1[CH:29]=[CH:28][CH:27]=[C:26]1[C:30]1[CH:38]=[CH:37][C:33]([C:34](Cl)=[O:35])=[CH:32][CH:31]=1.CCN(CC)CC. The catalyst is C(Cl)Cl.O. The product is [O:25]1[CH:29]=[CH:28][CH:27]=[C:26]1[C:30]1[CH:38]=[CH:37][C:33]([C:34]([N:4]([CH2:5][C:6]2[CH:22]=[CH:21][CH:20]=[CH:19][C:7]=2[O:8][CH2:9][CH2:10][CH2:11][CH2:12][CH2:13][C:14]([O:16][CH2:17][CH3:18])=[O:15])[CH2:3][C:2]([F:23])([F:24])[F:1])=[O:35])=[CH:32][CH:31]=1. The yield is 0.429. (2) The reactants are [OH-].[Li+].[Br:3][C:4]1[N:5]([C:15]2[C:24]3[C:19](=[CH:20][CH:21]=[CH:22][CH:23]=3)[C:18]([CH:25]3[CH2:27][CH2:26]3)=[CH:17][CH:16]=2)[C:6]([S:9][CH2:10][C:11]([O:13]C)=[O:12])=[N:7][N:8]=1.C1COCC1.Cl. The catalyst is O.C(O)C. The product is [Br:3][C:4]1[N:5]([C:15]2[C:24]3[C:19](=[CH:20][CH:21]=[CH:22][CH:23]=3)[C:18]([CH:25]3[CH2:27][CH2:26]3)=[CH:17][CH:16]=2)[C:6]([S:9][CH2:10][C:11]([OH:13])=[O:12])=[N:7][N:8]=1. The yield is 0.930.